This data is from Merck oncology drug combination screen with 23,052 pairs across 39 cell lines. The task is: Regression. Given two drug SMILES strings and cell line genomic features, predict the synergy score measuring deviation from expected non-interaction effect. (1) Cell line: PA1. Drug 1: Cn1c(=O)n(-c2ccc(C(C)(C)C#N)cc2)c2c3cc(-c4cnc5ccccc5c4)ccc3ncc21. Drug 2: NC1CCCCC1N.O=C(O)C(=O)O.[Pt+2]. Synergy scores: synergy=-1.82. (2) Synergy scores: synergy=12.2. Cell line: EFM192B. Drug 2: Cn1cc(-c2cnn3c(N)c(Br)c(C4CCCNC4)nc23)cn1. Drug 1: C#Cc1cccc(Nc2ncnc3cc(OCCOC)c(OCCOC)cc23)c1.